From a dataset of NCI-60 drug combinations with 297,098 pairs across 59 cell lines. Regression. Given two drug SMILES strings and cell line genomic features, predict the synergy score measuring deviation from expected non-interaction effect. (1) Drug 1: CC1=C2C(C(=O)C3(C(CC4C(C3C(C(C2(C)C)(CC1OC(=O)C(C(C5=CC=CC=C5)NC(=O)OC(C)(C)C)O)O)OC(=O)C6=CC=CC=C6)(CO4)OC(=O)C)O)C)O. Drug 2: C(CC(=O)O)C(=O)CN.Cl. Cell line: SF-539. Synergy scores: CSS=30.2, Synergy_ZIP=-8.84, Synergy_Bliss=-1.83, Synergy_Loewe=3.52, Synergy_HSA=2.58. (2) Drug 1: CC(C)NC(=O)C1=CC=C(C=C1)CNNC.Cl. Drug 2: CC1=C(C(=O)C2=C(C1=O)N3CC4C(C3(C2COC(=O)N)OC)N4)N. Cell line: MDA-MB-231. Synergy scores: CSS=4.25, Synergy_ZIP=1.35, Synergy_Bliss=8.11, Synergy_Loewe=1.33, Synergy_HSA=2.78. (3) Drug 1: C1=CC(=C2C(=C1NCCNCCO)C(=O)C3=C(C=CC(=C3C2=O)O)O)NCCNCCO. Drug 2: CCC1(C2=C(COC1=O)C(=O)N3CC4=CC5=C(C=CC(=C5CN(C)C)O)N=C4C3=C2)O.Cl. Cell line: TK-10. Synergy scores: CSS=38.4, Synergy_ZIP=-0.753, Synergy_Bliss=1.55, Synergy_Loewe=1.80, Synergy_HSA=3.81.